Task: Regression. Given a peptide amino acid sequence and an MHC pseudo amino acid sequence, predict their binding affinity value. This is MHC class II binding data.. Dataset: Peptide-MHC class II binding affinity with 134,281 pairs from IEDB (1) The MHC is DRB1_1501 with pseudo-sequence DRB1_1501. The binding affinity (normalized) is 0.405. The peptide sequence is DQEYHRLIHSLSKTS. (2) The peptide sequence is SVRFSWLSLLVPFVQ. The MHC is DRB1_0301 with pseudo-sequence DRB1_0301. The binding affinity (normalized) is 0.0206. (3) The peptide sequence is LGASPYKLGPSPKAR. The MHC is DRB1_0901 with pseudo-sequence DRB1_0901. The binding affinity (normalized) is 0.753. (4) The peptide sequence is NHFFNHHKVMLLGHD. The MHC is DRB1_0301 with pseudo-sequence DRB1_0301. The binding affinity (normalized) is 0.0728. (5) The peptide sequence is ETAYFILKLAGRWPVKVI. The MHC is DRB1_0101 with pseudo-sequence DRB1_0101. The binding affinity (normalized) is 0.864. (6) The peptide sequence is EIVQFLEETFAAYDQ. The MHC is HLA-DPA10201-DPB10501 with pseudo-sequence HLA-DPA10201-DPB10501. The binding affinity (normalized) is 0.368. (7) The peptide sequence is DVMFPGGGQIVGGVY. The MHC is HLA-DQA10501-DQB10301 with pseudo-sequence HLA-DQA10501-DQB10301. The binding affinity (normalized) is 0.786.